Dataset: Forward reaction prediction with 1.9M reactions from USPTO patents (1976-2016). Task: Predict the product of the given reaction. (1) Given the reactants [NH3:1].[CH:2]1[C:15]2[C:14](=[O:16])[C:13]3[C:8](=[CH:9][CH:10]=[CH:11][CH:12]=3)[C:7](=[O:17])[C:6]=2[CH:5]=[CH:4][C:3]=1[S:18](Cl)(=[O:20])=[O:19], predict the reaction product. The product is: [CH:2]1[C:15]2[C:14](=[O:16])[C:13]3[C:8](=[CH:9][CH:10]=[CH:11][CH:12]=3)[C:7](=[O:17])[C:6]=2[CH:5]=[CH:4][C:3]=1[S:18]([NH2:1])(=[O:20])=[O:19]. (2) Given the reactants [C:1]1([S:7]([N:10]2[C:18]3[C:13](=[CH:14][CH:15]=[CH:16][CH:17]=3)[CH:12]=[C:11]2[CH:19]([C:21]2[CH:26]=[CH:25][CH:24]=[C:23]([C:27]3[N:28]([S:36]([C:39]4[CH:44]=[CH:43][CH:42]=[CH:41][CH:40]=4)(=[O:38])=[O:37])[C:29]4[C:34]([CH:35]=3)=[CH:33][CH:32]=[CH:31][CH:30]=4)[CH:22]=2)O)(=[O:9])=[O:8])[CH:6]=[CH:5][CH:4]=[CH:3][CH:2]=1.C([SiH](CC)CC)C.C(O)(C(F)(F)F)=O.C([O-])([O-])=O.[Na+].[Na+], predict the reaction product. The product is: [C:1]1([S:7]([N:10]2[C:18]3[C:13](=[CH:14][CH:15]=[CH:16][CH:17]=3)[CH:12]=[C:11]2[CH2:19][C:21]2[CH:26]=[CH:25][CH:24]=[C:23]([C:27]3[N:28]([S:36]([C:39]4[CH:40]=[CH:41][CH:42]=[CH:43][CH:44]=4)(=[O:37])=[O:38])[C:29]4[C:34]([CH:35]=3)=[CH:33][CH:32]=[CH:31][CH:30]=4)[CH:22]=2)(=[O:8])=[O:9])[CH:2]=[CH:3][CH:4]=[CH:5][CH:6]=1. (3) Given the reactants [F:1][C:2]1[CH:3]=[C:4]([CH:16]=[CH:17][CH:18]=1)[CH2:5][C:6]1[O:10][N:9]=[C:8]([C:11]([O:13]CC)=O)[N:7]=1.Cl.[Cl:20][C:21]1[CH:22]=[C:23]2[C:27](=[CH:28][CH:29]=1)[NH:26][CH:25]=[C:24]2[CH2:30][CH2:31][NH2:32].CN(C(ON1N=NC2C=CC=NC1=2)=[N+](C)C)C.F[P-](F)(F)(F)(F)F.C(N(CC)C(C)C)(C)C, predict the reaction product. The product is: [Cl:20][C:21]1[CH:22]=[C:23]2[C:27](=[CH:28][CH:29]=1)[NH:26][CH:25]=[C:24]2[CH2:30][CH2:31][NH:32][C:11]([C:8]1[N:7]=[C:6]([CH2:5][C:4]2[CH:16]=[CH:17][CH:18]=[C:2]([F:1])[CH:3]=2)[O:10][N:9]=1)=[O:13]. (4) Given the reactants [CH3:1][C@H:2]1[N:13]([CH3:14])[C:12](=[O:15])[C@H:11]([CH2:16][C:17]([O:19]C(C)(C)C)=[O:18])[CH2:10][CH:9]=[CH:8][CH2:7][CH2:6][C:5](=[O:24])[O:4][C@@H:3]1[C:25]1[CH:30]=[CH:29][CH:28]=[CH:27][CH:26]=1.FC(F)(F)C(O)=O, predict the reaction product. The product is: [CH3:1][C@H:2]1[N:13]([CH3:14])[C:12](=[O:15])[C@H:11]([CH2:16][C:17]([OH:19])=[O:18])[CH2:10][CH:9]=[CH:8][CH2:7][CH2:6][C:5](=[O:24])[O:4][C@@H:3]1[C:25]1[CH:26]=[CH:27][CH:28]=[CH:29][CH:30]=1. (5) Given the reactants [CH3:1][O:2][C:3]1[CH:4]=[C:5]([CH2:20][C:21]([O:23]C2C(F)=C(F)C(F)=C(F)C=2F)=O)[CH:6]=[CH:7][C:8]=1[NH:9][C:10]([NH:12][C:13]1[CH:18]=[CH:17][CH:16]=[CH:15][C:14]=1[CH3:19])=[O:11].[Cl:35][C:36]1[C:37]([O:46][CH2:47][CH:48]2[CH2:52][CH2:51][CH2:50][NH:49]2)=[N:38][CH:39]=[C:40]([C:42]([O:44][CH3:45])=[O:43])[CH:41]=1.CCN(CC)CC, predict the reaction product. The product is: [Cl:35][C:36]1[C:37]([O:46][CH2:47][CH:48]2[CH2:52][CH2:51][CH2:50][N:49]2[C:21](=[O:23])[CH2:20][C:5]2[CH:6]=[CH:7][C:8]([NH:9][C:10]([NH:12][C:13]3[CH:18]=[CH:17][CH:16]=[CH:15][C:14]=3[CH3:19])=[O:11])=[C:3]([O:2][CH3:1])[CH:4]=2)=[N:38][CH:39]=[C:40]([C:42]([O:44][CH3:45])=[O:43])[CH:41]=1. (6) The product is: [CH3:3][O:4][C:5]1[C:6]([CH3:31])=[C:7]([C:18](=[O:30])[C:19]2[CH:24]=[CH:23][C:22]([N+:25]([O-:27])=[O:26])=[C:21]([O:28][CH3:29])[CH:20]=2)[N:8]2[C:13]=1[CH:12]=[CH:11][C:10]([C:14]([OH:16])=[O:15])=[CH:9]2. Given the reactants [OH-].[Na+].[CH3:3][O:4][C:5]1[C:6]([CH3:31])=[C:7]([C:18](=[O:30])[C:19]2[CH:24]=[CH:23][C:22]([N+:25]([O-:27])=[O:26])=[C:21]([O:28][CH3:29])[CH:20]=2)[N:8]2[C:13]=1[CH:12]=[CH:11][C:10]([C:14]([O:16]C)=[O:15])=[CH:9]2, predict the reaction product. (7) Given the reactants [CH2:1]([OH:5])[CH2:2][C:3]#[CH:4].Br[C:7]1[CH:12]=[CH:11][C:10]([CH:13]2[CH2:15][CH2:14]2)=[CH:9][CH:8]=1, predict the reaction product. The product is: [CH:13]1([C:10]2[CH:11]=[CH:12][C:7]([C:4]#[C:3][CH2:2][CH2:1][OH:5])=[CH:8][CH:9]=2)[CH2:15][CH2:14]1. (8) The product is: [CH2:25]1[O:33][C:32]2[CH:31]=[CH:30][C:29]([CH:34]3[C:46]4[NH:45][C:44]5[C:39](=[CH:40][CH:41]=[CH:42][CH:43]=5)[C:38]=4[CH2:37][CH2:36][N:35]3[C:14]([C:12]3[O:13][C:9]([C:5]4[CH:6]=[CH:7][CH:8]=[C:3]([C:2]([F:1])([F:18])[F:17])[CH:4]=4)=[CH:10][CH:11]=3)=[O:16])=[CH:28][C:27]=2[O:26]1. Given the reactants [F:1][C:2]([F:18])([F:17])[C:3]1[CH:4]=[C:5]([C:9]2[O:13][C:12]([C:14]([OH:16])=O)=[CH:11][CH:10]=2)[CH:6]=[CH:7][CH:8]=1.C(Cl)(=O)C(Cl)=O.[CH2:25]1[O:33][C:32]2[CH:31]=[CH:30][C:29]([CH:34]3[C:46]4[NH:45][C:44]5[C:39](=[CH:40][CH:41]=[CH:42][CH:43]=5)[C:38]=4[CH2:37][CH2:36][NH:35]3)=[CH:28][C:27]=2[O:26]1.C(N(CC)CC)C, predict the reaction product.